Dataset: Catalyst prediction with 721,799 reactions and 888 catalyst types from USPTO. Task: Predict which catalyst facilitates the given reaction. (1) Reactant: [NH2:1][C:2]1[N:6]([CH3:7])[C:5](=[O:8])[C:4]([C:14]2[CH:19]=[CH:18][CH:17]=[C:16]([O:20]CC3C=CC=CC=3)[CH:15]=2)([C:9]2[CH:13]=[CH:12][NH:11][CH:10]=2)[N:3]=1. Product: [NH2:1][C:2]1[N:6]([CH3:7])[C:5](=[O:8])[C:4]([C:14]2[CH:19]=[CH:18][CH:17]=[C:16]([OH:20])[CH:15]=2)([C:9]2[CH:13]=[CH:12][NH:11][CH:10]=2)[N:3]=1. The catalyst class is: 29. (2) Reactant: Cl.[CH3:2][N:3]([CH3:18])[CH2:4][C@H:5]([CH3:17])[C:6]([C:9]1[CH:14]=[CH:13][CH:12]=[CH:11][C:10]=1OC)=[CH:7][CH3:8].[CH2:19]([OH:21])C. The catalyst class is: 45. Product: [CH3:19][O:21][C:13]1[CH:14]=[C:9]([C@H:6]([CH2:7][CH3:8])[C@@H:5]([CH3:17])[CH2:4][N:3]([CH3:2])[CH3:18])[CH:10]=[CH:11][CH:12]=1. (3) Reactant: C([O:8][C:9](=[O:39])[CH2:10][C@@H:11]([N:22]1[CH:26]=[CH:25][C:24]([C:27]2[CH:32]=[CH:31][C:30]([C:33]3[CH:38]=[CH:37][CH:36]=[CH:35][CH:34]=3)=[CH:29][CH:28]=2)=[CH:23]1)[C:12]([NH:14][C@@H:15]([CH2:20][OH:21])[C:16]([OH:19])([CH3:18])[CH3:17])=[O:13])C1C=CC=CC=1. Product: [C:30]1([C:33]2[CH:34]=[CH:35][CH:36]=[CH:37][CH:38]=2)[CH:29]=[CH:28][C:27]([C:24]2[CH:25]=[CH:26][N:22]([C@@H:11]([C:12]([NH:14][C@@H:15]([CH2:20][OH:21])[C:16]([OH:19])([CH3:17])[CH3:18])=[O:13])[CH2:10][C:9]([OH:39])=[O:8])[CH:23]=2)=[CH:32][CH:31]=1. The catalyst class is: 351. (4) Reactant: [NH2:1][C:2]1[C:3]([CH3:13])=[C:4]([CH:9]=[C:10]([Br:12])[CH:11]=1)[C:5]([O:7][CH3:8])=[O:6].[C:14]1(=O)[CH2:18][CH2:17][CH2:16][CH2:15]1.C(O)(=O)C.[BH3-]C#N.[Na+]. Product: [Br:12][C:10]1[CH:11]=[C:2]([NH:1][CH:14]2[CH2:18][CH2:17][CH2:16][CH2:15]2)[C:3]([CH3:13])=[C:4]([CH:9]=1)[C:5]([O:7][CH3:8])=[O:6]. The catalyst class is: 5.